The task is: Predict which catalyst facilitates the given reaction.. This data is from Catalyst prediction with 721,799 reactions and 888 catalyst types from USPTO. (1) Reactant: [H-].[Li+].[Al+3].[H-].[H-].[H-].[CH2:7]([N:14]1[CH2:19][CH2:18][N:17]([CH:20]([CH3:26])[C:21](OCC)=[O:22])[CH2:16][CH2:15]1)[C:8]1[CH:13]=[CH:12][CH:11]=[CH:10][CH:9]=1.[OH-].[Na+]. Product: [CH2:7]([N:14]1[CH2:15][CH2:16][N:17]([CH:20]([CH3:26])[CH2:21][OH:22])[CH2:18][CH2:19]1)[C:8]1[CH:9]=[CH:10][CH:11]=[CH:12][CH:13]=1. The catalyst class is: 1. (2) Reactant: CC1(C)[O:7][CH2:6][C:5]([CH3:17])([C:8]([O:10][CH2:11][CH2:12][O:13][CH2:14][CH:15]=[CH2:16])=[O:9])[CH2:4][O:3]1. Product: [OH:3][CH2:4][C:5]([CH2:6][OH:7])([CH3:17])[C:8]([O:10][CH2:11][CH2:12][O:13][CH2:14][CH:15]=[CH2:16])=[O:9]. The catalyst class is: 138. (3) Reactant: [OH:1][C:2]1[CH:6]=[CH:5][S:4][C:3]=1[C:7]([O:9][CH3:10])=[O:8].[Br:11]Br.OS([O-])=O.[Na+]. Product: [Br:11][C:6]1[C:2]([OH:1])=[C:3]([C:7]([O:9][CH3:10])=[O:8])[S:4][CH:5]=1. The catalyst class is: 15. (4) Product: [Cl:22][C:23]1[N:24]=[C:25]([CH3:31])[NH:26][C:27]=1[C:28]([NH:1][CH2:2][C:3]1[CH:8]=[CH:7][C:6]([CH2:9][CH3:10])=[C:5]([O:11][C:12]2[CH:13]=[C:14]([C:15]#[N:16])[CH:17]=[C:18]([Cl:20])[CH:19]=2)[C:4]=1[F:21])=[O:29]. The catalyst class is: 39. Reactant: [NH2:1][CH2:2][C:3]1[C:4]([F:21])=[C:5]([O:11][C:12]2[CH:13]=[C:14]([CH:17]=[C:18]([Cl:20])[CH:19]=2)[C:15]#[N:16])[C:6]([CH2:9][CH3:10])=[CH:7][CH:8]=1.[Cl:22][C:23]1[N:24]=[C:25]([CH3:31])[NH:26][C:27]=1[C:28](O)=[O:29].C(Cl)CCl.C1C=CC2N(O)N=NC=2C=1.C([O-])(O)=O.[Na+]. (5) Reactant: [CH:1]([C:3]1[C:11]2[C:6](=[N:7][CH:8]=[C:9]([C:12]3[CH:13]=[C:14]([NH:18][C:19](=[O:24])[C:20]([CH3:23])([CH3:22])[CH3:21])[CH:15]=[N:16][CH:17]=3)[CH:10]=2)[N:5](C2CCCCO2)[N:4]=1)=O.[S].[F:32][C:33]1[CH:34]=[C:35]([C:39]2[C:40]([NH2:46])=[C:41]([NH2:45])[CH:42]=[N:43][CH:44]=2)[CH:36]=[CH:37][CH:38]=1.C([SiH](CC)CC)C.C(O)(C(F)(F)F)=O. Product: [F:32][C:33]1[CH:34]=[C:35]([C:39]2[C:40]3[N:46]=[C:1]([C:3]4[C:11]5[C:6](=[N:7][CH:8]=[C:9]([C:12]6[CH:13]=[C:14]([NH:18][C:19](=[O:24])[C:20]([CH3:22])([CH3:21])[CH3:23])[CH:15]=[N:16][CH:17]=6)[CH:10]=5)[NH:5][N:4]=4)[NH:45][C:41]=3[CH:42]=[N:43][CH:44]=2)[CH:36]=[CH:37][CH:38]=1. The catalyst class is: 51. (6) Product: [C:1]([C:5]1[C:6]([O:36][CH3:37])=[C:7]2[C:12](=[C:13]([C:15]3[C:16](=[O:23])[NH:17][C:18](=[O:22])[N:19]([CH3:21])[CH:20]=3)[CH:14]=1)[N:11]=[CH:10][C:9]([N:25]1[CH2:29][CH2:28][C@H:27]([CH2:30][NH:31][S:32]([CH3:35])(=[O:34])=[O:33])[CH2:26]1)=[CH:8]2)([CH3:4])([CH3:2])[CH3:3]. The catalyst class is: 52. Reactant: [C:1]([C:5]1[C:6]([O:36][CH3:37])=[C:7]2[C:12](=[C:13]([C:15]3[C:16]([O:23]C)=[N:17][C:18](=[O:22])[N:19]([CH3:21])[CH:20]=3)[CH:14]=1)[N:11]=[CH:10][C:9]([N:25]1[CH2:29][CH2:28][C@H:27]([CH2:30][NH:31][S:32]([CH3:35])(=[O:34])=[O:33])[CH2:26]1)=[CH:8]2)([CH3:4])([CH3:3])[CH3:2].Br.